This data is from Reaction yield outcomes from USPTO patents with 853,638 reactions. The task is: Predict the reaction yield, written as a fraction of the theoretical maximum amount of product (1.0 means a 100% yield; for example, 0.34 means a 34% yield). (1) The reactants are [N+:1]([C:4]1[CH:5]=[C:6]([C:10]([NH:12][C:13]2[CH:14]=[C:15]([CH:20]=[CH:21][C:22]=2[NH:23][CH3:24])[C:16]([O:18][CH3:19])=[O:17])=O)[N:7]([CH3:9])[CH:8]=1)([O-:3])=[O:2].O.C1(C)C=CC(S(O)(=O)=O)=CC=1.C([O-])([O-])=O.[Na+].[Na+].O. The catalyst is CO. The product is [N+:1]([C:4]1[CH:5]=[C:6]([C:10]2[N:23]([CH3:24])[C:22]3[CH:21]=[CH:20][C:15]([C:16]([O:18][CH3:19])=[O:17])=[CH:14][C:13]=3[N:12]=2)[N:7]([CH3:9])[CH:8]=1)([O-:3])=[O:2]. The yield is 0.950. (2) The yield is 0.760. The reactants are [F:1][C:2]1[CH:3]=[CH:4][C:5](O)=[C:6]([C:8](=O)[CH3:9])[CH:7]=1.CC1C=CC(S([O:22][CH2:23][C@@H:24]2[O:26][CH2:25]2)(=O)=O)=CC=1.C(=O)([O-])[O-:28].[K+].[K+].CN(C)C=O. The product is [F:1][C:2]1[CH:3]=[CH:4][CH2:5][C@:6]([CH2:8][CH:9]=[O:28])([O:22][CH2:23][CH:24]2[CH2:25][O:26]2)[CH:7]=1. The catalyst is C(OCC)(=O)C.O. (3) The reactants are [CH3:1][O:2][C:3](=[O:18])[C:4]1[CH:9]=[C:8]([N+:10]([O-:12])=[O:11])[C:7]([C:13]([F:16])([F:15])[F:14])=[CH:6][C:5]=1[NH2:17].[C:19](Cl)(Cl)=[O:20]. The product is [CH3:1][O:2][C:3](=[O:18])[C:4]1[CH:9]=[C:8]([N+:10]([O-:12])=[O:11])[C:7]([C:13]([F:16])([F:15])[F:14])=[CH:6][C:5]=1[N:17]=[C:19]=[O:20]. The yield is 1.00. The catalyst is C1(C)C=CC=CC=1. (4) The reactants are [C:1](Cl)(=[O:4])[CH:2]=[CH2:3].[C:6]12([OH:17])[CH2:15][CH:10]3[CH2:11][CH:12]([CH2:14][C:8]([OH:16])([CH2:9]3)[CH2:7]1)[CH2:13]2.C(N(CC)CC)C.O1CCCC1. The catalyst is O. The product is [C:1]([O:17][C:6]12[CH2:15][CH:10]3[CH2:11][CH:12]([CH2:14][C:8]([OH:16])([CH2:9]3)[CH2:7]1)[CH2:13]2)(=[O:4])[CH:2]=[CH2:3]. The yield is 0.630. (5) The reactants are [Cl:1][C:2]1[CH:3]=[C:4]([CH:23]=[C:24]([Cl:26])[CH:25]=1)[CH2:5][NH:6][C:7]([C:9]1([C:16]2[CH:21]=[CH:20][C:19](I)=[CH:18][CH:17]=2)[CH2:14][CH2:13][N:12]([CH3:15])[CH2:11][CH2:10]1)=[O:8].[C:27]([C:29]1[CH:30]=[C:31](B(O)O)[CH:32]=[CH:33][CH:34]=1)#[N:28].C([O-])([O-])=O.[Na+].[Na+].CCO. The catalyst is C1(C)C=CC=CC=1.C1C=CC([P]([Pd]([P](C2C=CC=CC=2)(C2C=CC=CC=2)C2C=CC=CC=2)([P](C2C=CC=CC=2)(C2C=CC=CC=2)C2C=CC=CC=2)[P](C2C=CC=CC=2)(C2C=CC=CC=2)C2C=CC=CC=2)(C2C=CC=CC=2)C2C=CC=CC=2)=CC=1.O. The yield is 0.100. The product is [Cl:1][C:2]1[CH:3]=[C:4]([CH:23]=[C:24]([Cl:26])[CH:25]=1)[CH2:5][NH:6][C:7]([C:9]1([C:16]2[CH:21]=[CH:20][C:19]([C:33]3[CH:32]=[CH:31][CH:30]=[C:29]([C:27]#[N:28])[CH:34]=3)=[CH:18][CH:17]=2)[CH2:14][CH2:13][N:12]([CH3:15])[CH2:11][CH2:10]1)=[O:8]. (6) The product is [CH3:10][N:8]1[C:7]([C:11]2[CH:12]=[C:13]3[C:17](=[CH:18][CH:19]=2)[NH:16][C:15]([C:23]2[O:27][N:26]=[C:25]([CH3:28])[N:24]=2)=[CH:14]3)=[CH:6][C:5]([C:3]([OH:4])=[O:2])=[N:9]1. The reactants are C[O:2][C:3]([C:5]1[CH:6]=[C:7]([C:11]2[CH:12]=[C:13]3[C:17](=[CH:18][CH:19]=2)[N:16](C(O)=O)[C:15]([C:23]2[O:27][N:26]=[C:25]([CH3:28])[N:24]=2)=[CH:14]3)[N:8]([CH3:10])[N:9]=1)=[O:4].[Li+].[OH-]. The yield is 0.570. The catalyst is O1CCCC1.CO.O. (7) The reactants are Cl[C:2]1[N:7]=[C:6]([NH:8][C@H:9]([C:12]2[CH:17]=[CH:16][CH:15]=[CH:14][CH:13]=2)[CH2:10][OH:11])[CH:5]=[N:4][CH:3]=1.[CH3:18][O:19][C:20]1[CH:25]=[C:24](B2OC(C)(C)C(C)(C)O2)[CH:23]=[CH:22][C:21]=1[OH:35]. No catalyst specified. The product is [OH:11][CH2:10][C@H:9]([NH:8][C:6]1[N:7]=[C:2]([C:24]2[CH:23]=[CH:22][C:21]([OH:35])=[C:20]([O:19][CH3:18])[CH:25]=2)[CH:3]=[N:4][CH:5]=1)[C:12]1[CH:17]=[CH:16][CH:15]=[CH:14][CH:13]=1. The yield is 0.380.